Predict the product of the given reaction. From a dataset of Forward reaction prediction with 1.9M reactions from USPTO patents (1976-2016). Given the reactants C([O:3][C:4]([CH:6]1[CH2:8][CH:7]1[C:9]1[CH:14]=[CH:13][CH:12]=[C:11]([O:15][CH3:16])[CH:10]=1)=[O:5])C.Cl, predict the reaction product. The product is: [CH3:16][O:15][C:11]1[CH:10]=[C:9]([CH:7]2[CH2:8][CH:6]2[C:4]([OH:5])=[O:3])[CH:14]=[CH:13][CH:12]=1.